This data is from Full USPTO retrosynthesis dataset with 1.9M reactions from patents (1976-2016). The task is: Predict the reactants needed to synthesize the given product. (1) Given the product [C:1]([O:5][C:6]([N:8]1[C:13]2[CH:14]=[C:15]([Cl:24])[C:16]([NH2:21])=[C:17]([NH2:18])[C:12]=2[O:11][CH:10]([C:25]([N:27]2[CH2:32][CH2:31][C:30]([C:41]#[N:42])([CH2:33][C:34]3[CH:35]=[CH:36][C:37]([F:40])=[CH:38][CH:39]=3)[CH2:29][CH2:28]2)=[O:26])[CH2:9]1)=[O:7])([CH3:4])([CH3:2])[CH3:3], predict the reactants needed to synthesize it. The reactants are: [C:1]([O:5][C:6]([N:8]1[C:13]2[CH:14]=[C:15]([Cl:24])[C:16]([N+:21]([O-])=O)=[C:17]([N+:18]([O-])=O)[C:12]=2[O:11][CH:10]([C:25]([N:27]2[CH2:32][CH2:31][C:30]([C:41]#[N:42])([CH2:33][C:34]3[CH:39]=[CH:38][C:37]([F:40])=[CH:36][CH:35]=3)[CH2:29][CH2:28]2)=[O:26])[CH2:9]1)=[O:7])([CH3:4])([CH3:3])[CH3:2].[NH4+].[Cl-]. (2) The reactants are: [CH3:1][S:2]([C:5]1[CH:31]=[CH:30][C:8]([O:9][CH2:10][C:11]2[CH:16]=[CH:15][C:14]([CH:17]3[CH2:22][CH2:21][N:20]([C:23](OC(C)(C)C)=O)[CH2:19][CH2:18]3)=[CH:13][N:12]=2)=[CH:7][CH:6]=1)(=[O:4])=[O:3].[CH2:32]([C:35]1[CH:36]=[N:37]C(Br)=[N:39][CH:40]=1)[CH2:33][CH3:34]. Given the product [CH3:1][S:2]([C:5]1[CH:31]=[CH:30][C:8]([O:9][CH2:10][C:11]2[CH:16]=[CH:15][C:14]([CH:17]3[CH2:18][CH2:19][N:20]([C:23]4[N:39]=[CH:40][C:35]([CH2:32][CH2:33][CH3:34])=[CH:36][N:37]=4)[CH2:21][CH2:22]3)=[CH:13][N:12]=2)=[CH:7][CH:6]=1)(=[O:3])=[O:4], predict the reactants needed to synthesize it. (3) Given the product [CH3:1][O:2][C:3](=[O:30])[CH2:4][C:5]1[CH:10]=[CH:9][CH:8]=[C:7]([O:11][CH2:12][CH2:13][CH2:14][N:15]([CH2:16][CH:17]([C:24]2[CH:29]=[CH:28][CH:27]=[CH:26][CH:25]=2)[C:18]2[CH:19]=[CH:20][CH:21]=[CH:22][CH:23]=2)[CH2:35][C:34]2[CH:37]=[CH:38][CH:39]=[C:32]([I:31])[CH:33]=2)[CH:6]=1, predict the reactants needed to synthesize it. The reactants are: [CH3:1][O:2][C:3](=[O:30])[CH2:4][C:5]1[CH:10]=[CH:9][CH:8]=[C:7]([O:11][CH2:12][CH2:13][CH2:14][NH:15][CH2:16][CH:17]([C:24]2[CH:29]=[CH:28][CH:27]=[CH:26][CH:25]=2)[C:18]2[CH:23]=[CH:22][CH:21]=[CH:20][CH:19]=2)[CH:6]=1.[I:31][C:32]1[CH:33]=[C:34]([CH:37]=[CH:38][CH:39]=1)[CH2:35]Br.C(=O)([O-])[O-].[K+].[K+]. (4) Given the product [N:23]1([C:20]2[CH:19]=[CH:18][C:11]3[O:10][C:9]([C:8]4[CH:7]=[C:6]([CH:15]=[CH:14][CH:13]=4)[C:2]([OH:4])=[O:3])=[N:12][C:22]=3[CH:21]=2)[CH2:27][CH2:26][CH2:25][CH2:24]1, predict the reactants needed to synthesize it. The reactants are: Cl.[C:2]([C:6]1[CH:7]=[C:8]([CH:13]=[CH:14][CH:15]=1)[C:9](=[NH:12])[O:10][CH3:11])([O:4]C)=[O:3].NC1[CH:22]=[CH:21][C:20]([N:23]2[CH2:27][CH2:26][CH2:25][CH2:24]2)=[CH:19][C:18]=1O. (5) The reactants are: [Cl:1][C:2]1[CH:10]=[C:9]([C:11]([NH:13][CH:14]([C:16]2[NH:20][C:19]3[CH:21]=[CH:22][C:23]([Cl:25])=[CH:24][C:18]=3[N:17]=2)[CH3:15])=[O:12])[CH:8]=[CH:7][C:3]=1[C:4](O)=[O:5].[OH:26][N:27]1[CH2:32][CH2:31][NH:30][CH2:29][CH2:28]1.C(N(C(C)C)CC)(C)C.ClCl. Given the product [Cl:1][C:2]1[CH:10]=[C:9]([CH:8]=[CH:7][C:3]=1[C:4]([N:30]1[CH2:31][CH2:32][N:27]([OH:26])[CH2:28][CH2:29]1)=[O:5])[C:11]([NH:13][CH:14]([C:16]1[NH:20][C:19]2[CH:21]=[CH:22][C:23]([Cl:25])=[CH:24][C:18]=2[N:17]=1)[CH3:15])=[O:12], predict the reactants needed to synthesize it. (6) Given the product [NH2:8][C:9]1[S:10][C:11]([S:14]([N:17]2[CH2:22][CH2:21][N:20]([C:37]3[N:38]=[CH:39][C:40]([C:43]([OH:52])([C:44]([F:45])([F:46])[F:47])[C:48]([F:50])([F:51])[F:49])=[CH:41][N:42]=3)[C@@H:19]([CH2:23][CH:24]3[CH2:29][CH2:28][O:27][CH2:26][CH2:25]3)[CH2:18]2)(=[O:15])=[O:16])=[CH:12][CH:13]=1, predict the reactants needed to synthesize it. The reactants are: C1(C(C2C=CC=CC=2)=[N:8][C:9]2[S:10][C:11]([S:14]([N:17]3[CH2:22][CH2:21][NH:20][C@@H:19]([CH2:23][CH:24]4[CH2:29][CH2:28][O:27][CH2:26][CH2:25]4)[CH2:18]3)(=[O:16])=[O:15])=[CH:12][CH:13]=2)C=CC=CC=1.Cl[C:37]1[N:42]=[CH:41][C:40]([C:43]([OH:52])([C:48]([F:51])([F:50])[F:49])[C:44]([F:47])([F:46])[F:45])=[CH:39][N:38]=1.CCN(C(C)C)C(C)C. (7) Given the product [CH2:27]([N:14]1[C:13]([N:9]([C:4]2[CH:3]=[C:2]([CH3:1])[CH:7]=[C:6]([CH3:8])[CH:5]=2)[C:10](=[O:12])[CH3:11])=[C:18]([CH:19]([CH3:21])[CH3:20])[C:17](=[O:22])[NH:16][C:15]1=[O:23])[CH:28]=[CH:32][CH3:33], predict the reactants needed to synthesize it. The reactants are: [CH3:1][C:2]1[CH:3]=[C:4]([N:9]([C:13]2[NH:14][C:15](=[O:23])[NH:16][C:17](=[O:22])[C:18]=2[CH:19]([CH3:21])[CH3:20])[C:10](=[O:12])[CH3:11])[CH:5]=[C:6]([CH3:8])[CH:7]=1.ClC1N=C(Cl)[C:28]([CH:32](C)[CH3:33])=[C:27](Cl)N=1.C([O-])([O-])=O.[K+].[K+].[I-].[Li+].CS(C/C=C/C)(=O)=O.